From a dataset of Forward reaction prediction with 1.9M reactions from USPTO patents (1976-2016). Predict the product of the given reaction. Given the reactants [CH3:1][C:2]1[CH:7]=[CH:6][C:5]([N+:8]([O-:10])=[O:9])=[CH:4][C:3]=1[NH:11][CH2:12][C:13]1[C:14]([NH2:21])=[N:15][C:16]([S:19][CH3:20])=[N:17][CH:18]=1.C(N(CC)CC)C.Cl[C:30](Cl)([O:32]C(=O)OC(Cl)(Cl)Cl)Cl, predict the reaction product. The product is: [CH3:1][C:2]1[CH:7]=[CH:6][C:5]([N+:8]([O-:10])=[O:9])=[CH:4][C:3]=1[N:11]1[CH2:12][C:13]2[C:14](=[N:15][C:16]([S:19][CH3:20])=[N:17][CH:18]=2)[NH:21][C:30]1=[O:32].